This data is from Catalyst prediction with 721,799 reactions and 888 catalyst types from USPTO. The task is: Predict which catalyst facilitates the given reaction. (1) Reactant: C(OC([N:8]1[CH2:12][C@H:11]([OH:13])[CH2:10][C@H:9]1[C:14]([OH:16])=[O:15])=O)(C)(C)C.[H-].[Na+].[CH3:19]I.[ClH:21]. Product: [ClH:21].[CH3:19][O:13][C@H:11]1[CH2:12][NH:8][C@H:9]([C:14]([OH:16])=[O:15])[CH2:10]1. The catalyst class is: 269. (2) Reactant: [CH:1]([C:3]1[O:11][C:10]2[C:9]([C:12]([NH:14][C:15]3[CH:20]=[CH:19][CH:18]=[CH:17][C:16]=3[O:21][CH3:22])=[O:13])=[CH:8][N:7]=[CH:6][C:5]=2[CH:4]=1)=O.[S:23]1[CH2:29][C:27](=[O:28])[NH:26][C:24]1=[S:25].C([O-])(=O)C.[Na+]. Product: [CH3:22][O:21][C:16]1[CH:17]=[CH:18][CH:19]=[CH:20][C:15]=1[NH:14][C:12]([C:9]1[C:10]2[O:11][C:3](/[CH:1]=[C:29]3/[C:27](=[O:28])[NH:26][C:24](=[S:25])[S:23]/3)=[CH:4][C:5]=2[CH:6]=[N:7][CH:8]=1)=[O:13]. The catalyst class is: 15.